This data is from Full USPTO retrosynthesis dataset with 1.9M reactions from patents (1976-2016). The task is: Predict the reactants needed to synthesize the given product. (1) The reactants are: [F:1][C:2]1[CH:7]=[CH:6][C:5]([C:8]2[C:12]([C:13]3[CH:18]=[CH:17][N:16]=[C:15]4[CH2:19][O:20][C:21](=[O:22])[C:14]=34)=[CH:11][N:10]([CH3:23])[N:9]=2)=[CH:4][CH:3]=1.[CH2:24]([NH2:31])[C:25]1[CH:30]=[CH:29][CH:28]=[CH:27][CH:26]=1. Given the product [CH2:24]([N:31]1[C:21](=[O:22])[C:14]2[C:15](=[N:16][CH:17]=[CH:18][C:13]=2[C:12]2[C:8]([C:5]3[CH:4]=[CH:3][C:2]([F:1])=[CH:7][CH:6]=3)=[N:9][N:10]([CH3:23])[CH:11]=2)[C:19]1=[O:20])[C:25]1[CH:30]=[CH:29][CH:28]=[CH:27][CH:26]=1, predict the reactants needed to synthesize it. (2) Given the product [CH3:10][S:9][C:6]1[N:7]=[CH:28][C:29]2[C:30](=[O:43])[CH2:31][N:32]([C:36]([O:38][C:39]([CH3:42])([CH3:41])[CH3:40])=[O:37])[CH2:33][C:34]=2[N:8]=1, predict the reactants needed to synthesize it. The reactants are: S(O)(O)(=O)=O.[C:6]([S:9][CH3:10])(=[NH:8])[NH2:7].[CH3:10][S:9][C:6](=[NH:8])[NH2:7].CCN(C(C)C)C(C)C.CN([CH:28]=[C:29]1[C:34](=O)[CH2:33][N:32]([C:36]([O:38][C:39]([CH3:42])([CH3:41])[CH3:40])=[O:37])[CH2:31][C:30]1=[O:43])C. (3) Given the product [CH3:1][O:2][C:3](=[O:12])[CH2:4][C:5]1[CH:6]=[C:7]2[C:8](=[CH:9][CH:10]=1)[O:11][C:14]([CH3:18])([CH3:13])[CH:15]=[CH:16]2, predict the reactants needed to synthesize it. The reactants are: [CH3:1][O:2][C:3](=[O:12])[CH2:4][C:5]1[CH:10]=[CH:9][C:8]([OH:11])=[CH:7][CH:6]=1.[CH3:13][C:14]([CH3:18])=[CH:15][CH:16]=O.C1(B(O)O)C=CC=CC=1.C(O)(=O)C. (4) Given the product [CH3:22][O:23][C:24](=[O:34])[CH2:25][C:26]1[CH:31]=[CH:30][CH:29]=[C:28]([CH2:32][N:6]2[CH2:5][CH:4]([CH3:8])[N:3]([C:9]3[S:10][C:11]4[CH:17]=[C:16]([C:18]([F:21])([F:20])[F:19])[CH:15]=[CH:14][C:12]=4[N:13]=3)[CH:2]([CH3:1])[CH2:7]2)[CH:27]=1, predict the reactants needed to synthesize it. The reactants are: [CH3:1][CH:2]1[CH2:7][NH:6][CH2:5][CH:4]([CH3:8])[N:3]1[C:9]1[S:10][C:11]2[CH:17]=[C:16]([C:18]([F:21])([F:20])[F:19])[CH:15]=[CH:14][C:12]=2[N:13]=1.[CH3:22][O:23][C:24](=[O:34])[CH2:25][C:26]1[CH:31]=[CH:30][CH:29]=[C:28]([CH2:32]Br)[CH:27]=1.C(=O)([O-])[O-].[K+].[K+].CN(C)C=O. (5) Given the product [F:1][C:2]1[C:8]([F:9])=[C:7]([F:10])[CH:6]=[CH:5][C:3]=1[NH:4][CH:12]([CH3:14])[C:11]([O:16][CH3:17])=[O:15], predict the reactants needed to synthesize it. The reactants are: [F:1][C:2]1[C:8]([F:9])=[C:7]([F:10])[CH:6]=[CH:5][C:3]=1[NH2:4].[C:11]([O:16][CH3:17])(=[O:15])[C:12]([CH3:14])=O.S([O-])([O-])(=O)=O.[Mg+2].[H][H]. (6) Given the product [Br:23][C:5]1[S:4][C:3]([CH:1]=[O:2])=[C:7]([CH3:8])[C:6]=1[CH:9]1[CH2:14][CH2:13][CH2:12][CH2:11][CH2:10]1, predict the reactants needed to synthesize it. The reactants are: [CH:1]([C:3]1[S:4][CH:5]=[C:6]([CH:9]2[CH2:14][CH2:13][CH2:12][CH2:11][CH2:10]2)[C:7]=1[CH3:8])=[O:2].C(O)(=O)C.C(Cl)(Cl)Cl.[Br:23]N1C(=O)CCC1=O. (7) The reactants are: [Cl:1][C:2]1[CH:10]=[C:9]([Cl:11])[CH:8]=[CH:7][C:3]=1[C:4](Cl)=[O:5].[C:12]1([OH:18])[CH:17]=[CH:16][CH:15]=[CH:14][CH:13]=1.C(N(CC)CC)C. Given the product [Cl:1][C:2]1[CH:10]=[C:9]([Cl:11])[CH:8]=[CH:7][C:3]=1[C:4]([O:18][C:12]1[CH:17]=[CH:16][CH:15]=[CH:14][CH:13]=1)=[O:5], predict the reactants needed to synthesize it. (8) Given the product [CH2:10]([O:9][CH2:8][C@@H:7]([C:17]1[CH:22]=[CH:21][C:20]([Br:23])=[CH:19][C:18]=1[CH3:24])[CH2:6][F:42])[C:11]1[CH:16]=[CH:15][CH:14]=[CH:13][CH:12]=1, predict the reactants needed to synthesize it. The reactants are: CS(O[CH2:6][C@H:7]([C:17]1[CH:22]=[CH:21][C:20]([Br:23])=[CH:19][C:18]=1[CH3:24])[CH2:8][O:9][CH2:10][C:11]1[CH:16]=[CH:15][CH:14]=[CH:13][CH:12]=1)(=O)=O.CCCC[N+](CCCC)(CCCC)CCCC.[F-:42].C(OCC)C.